Dataset: NCI-60 drug combinations with 297,098 pairs across 59 cell lines. Task: Regression. Given two drug SMILES strings and cell line genomic features, predict the synergy score measuring deviation from expected non-interaction effect. (1) Drug 2: CN(C)N=NC1=C(NC=N1)C(=O)N. Drug 1: C1CCN(CC1)CCOC2=CC=C(C=C2)C(=O)C3=C(SC4=C3C=CC(=C4)O)C5=CC=C(C=C5)O. Cell line: MDA-MB-435. Synergy scores: CSS=-1.30, Synergy_ZIP=4.28, Synergy_Bliss=9.00, Synergy_Loewe=2.66, Synergy_HSA=2.58. (2) Drug 1: C1=C(C(=O)NC(=O)N1)N(CCCl)CCCl. Drug 2: CN1C(=O)N2C=NC(=C2N=N1)C(=O)N. Cell line: CAKI-1. Synergy scores: CSS=48.1, Synergy_ZIP=-0.677, Synergy_Bliss=-1.27, Synergy_Loewe=-15.5, Synergy_HSA=-2.22. (3) Synergy scores: CSS=46.9, Synergy_ZIP=-2.24, Synergy_Bliss=-1.52, Synergy_Loewe=-0.0307, Synergy_HSA=0.790. Drug 1: CN(C(=O)NC(C=O)C(C(C(CO)O)O)O)N=O. Cell line: MDA-MB-435. Drug 2: CC1C(C(CC(O1)OC2CC(CC3=C2C(=C4C(=C3O)C(=O)C5=C(C4=O)C(=CC=C5)OC)O)(C(=O)CO)O)N)O.Cl.